From a dataset of Forward reaction prediction with 1.9M reactions from USPTO patents (1976-2016). Predict the product of the given reaction. (1) Given the reactants [F-:1].C([N+](CCCC)(CCCC)CCCC)CCC.[CH2:19]([N:26]1[C:30]([CH3:32])([CH3:31])[CH2:29]OS1(=O)=O)[C:20]1[CH:25]=[CH:24][CH:23]=[CH:22][CH:21]=1.S(=O)(=O)(O)O.C(=O)(O)[O-].[Na+], predict the reaction product. The product is: [CH2:19]([NH:26][C:30]([CH3:32])([CH3:31])[CH2:29][F:1])[C:20]1[CH:25]=[CH:24][CH:23]=[CH:22][CH:21]=1. (2) Given the reactants C(OC1C=CC=CC=1N1CCCN(C[CH2:18][CH2:19][CH2:20][O:21][C:22]2[CH:31]=[C:30]3[C:25]([CH:26]=[CH:27][C:28](=[O:32])[NH:29]3)=[CH:24][CH:23]=2)CC1)C.[Br:33]CCCBr.C([O-])([O-])=O.[K+].[K+], predict the reaction product. The product is: [Br:33][CH2:18][CH2:19][CH2:20][O:21][C:22]1[CH:31]=[C:30]2[C:25]([CH:26]=[CH:27][C:28](=[O:32])[NH:29]2)=[CH:24][CH:23]=1. (3) The product is: [F:1][C:2]([F:13])([F:12])[O:3][C:4]1[CH:11]=[CH:10][CH:9]=[CH:8][C:5]=1[CH:6]=[N:16][OH:14]. Given the reactants [F:1][C:2]([F:13])([F:12])[O:3][C:4]1[CH:11]=[CH:10][CH:9]=[CH:8][C:5]=1[CH:6]=O.[OH-:14].[Na+].[NH2:16]O.Cl, predict the reaction product. (4) Given the reactants [NH2:1][CH2:2][C:3]1[CH:4]=[N:5][CH:6]=[CH:7][CH:8]=1.C[Al](C)C.C1(C)C=CC=CC=1.[CH3:20][N:21]([CH2:32][C:33]1[N:37]([CH2:38][C:39](OC)=[O:40])[C:36]2[CH:43]=[CH:44][CH:45]=[CH:46][C:35]=2[N:34]=1)[CH:22]1[C:31]2[N:30]=[CH:29][CH:28]=[CH:27][C:26]=2[CH2:25][CH2:24][CH2:23]1, predict the reaction product. The product is: [CH3:20][N:21]([CH2:32][C:33]1[N:37]([CH2:38][C:39]([NH:1][CH2:2][C:3]2[CH:4]=[N:5][CH:6]=[CH:7][CH:8]=2)=[O:40])[C:36]2[CH:43]=[CH:44][CH:45]=[CH:46][C:35]=2[N:34]=1)[CH:22]1[C:31]2[N:30]=[CH:29][CH:28]=[CH:27][C:26]=2[CH2:25][CH2:24][CH2:23]1. (5) Given the reactants [CH2:1]([O:3][C:4](=[O:47])[C:5]1[CH:10]=[CH:9][CH:8]=[CH:7][C:6]=1[C:11]1[C:20]2[CH2:21][N:22]([CH2:25][C:26]3[CH:31]=[CH:30][C:29]([F:32])=[CH:28][CH:27]=3)[C:23](=[O:24])[C:19]=2[C:18]([O:33]C(C2C=CC=CC=2)C2C=CC=CC=2)=[C:17]2[C:12]=1[CH:13]=[CH:14][CH:15]=[N:16]2)[CH3:2].FC(F)(F)C(O)=O.C([SiH](CC)CC)C, predict the reaction product. The product is: [CH2:1]([O:3][C:4](=[O:47])[C:5]1[CH:10]=[CH:9][CH:8]=[CH:7][C:6]=1[C:11]1[C:20]2[CH2:21][N:22]([CH2:25][C:26]3[CH:27]=[CH:28][C:29]([F:32])=[CH:30][CH:31]=3)[C:23](=[O:24])[C:19]=2[C:18]([OH:33])=[C:17]2[C:12]=1[CH:13]=[CH:14][CH:15]=[N:16]2)[CH3:2]. (6) Given the reactants [OH:1][CH2:2][CH2:3][C@@H:4]([CH2:17][O:18][C:19](=[O:37])[CH2:20][CH2:21][CH2:22][CH2:23][CH2:24][CH2:25][CH2:26][CH2:27][CH2:28][CH2:29][CH2:30][CH2:31][CH2:32][CH2:33][CH2:34][CH2:35][CH3:36])[CH2:5][N:6]1[CH:14]=[N:13][C:12]2[C:11](=[O:15])[NH:10][C:9]([NH2:16])=[N:8][C:7]1=2.[C:38]([NH:45][C@H:46]([C:51](O)=[O:52])[C@H:47]([CH2:49][CH3:50])[CH3:48])([O:40][C:41]([CH3:44])([CH3:43])[CH3:42])=[O:39].C1(N=C=NC2CCCCC2)CCCCC1, predict the reaction product. The product is: [C:38]([NH:45][C@H:46]([C:51]([O:1][CH2:2][CH2:3][C@@H:4]([CH2:17][O:18][C:19](=[O:37])[CH2:20][CH2:21][CH2:22][CH2:23][CH2:24][CH2:25][CH2:26][CH2:27][CH2:28][CH2:29][CH2:30][CH2:31][CH2:32][CH2:33][CH2:34][CH2:35][CH3:36])[CH2:5][N:6]1[CH:14]=[N:13][C:12]2[C:11](=[O:15])[NH:10][C:9]([NH2:16])=[N:8][C:7]1=2)=[O:52])[C@H:47]([CH2:49][CH3:50])[CH3:48])([O:40][C:41]([CH3:43])([CH3:44])[CH3:42])=[O:39]. (7) Given the reactants [OH:1][NH:2][C:3]([C:5]1[C:9]([NH:10][CH2:11][CH2:12][NH:13][S:14]([CH3:17])(=[O:16])=[O:15])=[N:8][O:7][N:6]=1)=[NH:4].[F:18][C:19]([F:29])([F:28])[C:20]1[CH:21]=[C:22]([CH:24]=[CH:25][C:26]=1[F:27])N, predict the reaction product. The product is: [F:27][C:26]1[CH:25]=[CH:24][C:22]([NH:4][C:3]([C:5]2[C:9]([NH:10][CH2:11][CH2:12][NH:13][S:14]([CH3:17])(=[O:16])=[O:15])=[N:8][O:7][N:6]=2)=[N:2][OH:1])=[CH:21][C:20]=1[C:19]([F:18])([F:28])[F:29].